Dataset: Full USPTO retrosynthesis dataset with 1.9M reactions from patents (1976-2016). Task: Predict the reactants needed to synthesize the given product. (1) Given the product [CH3:8][O:9][C:10]1[CH:11]=[C:12]([CH:37]=[CH:38][C:39]=1[O:40][CH3:41])[CH2:13][C:14]1[N:18]([C:19]2[CH:24]=[C:23]([CH3:25])[N:22]=[C:21]([CH3:26])[N:20]=2)[N:17]=[C:16]([NH:27][C:1](=[O:2])[CH3:3])[N:15]=1, predict the reactants needed to synthesize it. The reactants are: [C:1](O)([C:3](F)(F)F)=[O:2].[CH3:8][O:9][C:10]1[CH:11]=[C:12]([CH:37]=[CH:38][C:39]=1[O:40][CH3:41])[CH2:13][C:14]1[N:18]([C:19]2[CH:24]=[C:23]([CH3:25])[N:22]=[C:21]([CH3:26])[N:20]=2)[N:17]=[C:16]([NH:27]CC2C=CC(OC)=CC=2)[N:15]=1.C([O-])(O)=O.[Na+].C(Cl)(C)=O. (2) Given the product [CH3:1][O:2][C:3](=[O:20])[C:4]1[CH:9]=[C:8]([I:10])[C:7]([CH2:11][Br:22])=[CH:6][C:5]=1[C:13]1[CH:18]=[CH:17][CH:16]=[CH:15][C:14]=1[CH3:19], predict the reactants needed to synthesize it. The reactants are: [CH3:1][O:2][C:3](=[O:20])[C:4]1[CH:9]=[C:8]([I:10])[C:7]([CH2:11]O)=[CH:6][C:5]=1[C:13]1[CH:18]=[CH:17][CH:16]=[CH:15][C:14]=1[CH3:19].C(Br)(Br)(Br)[Br:22].C1(P(C2C=CC=CC=2)C2C=CC=CC=2)C=CC=CC=1. (3) Given the product [F:22][C:23]1[CH:24]=[C:25]([CH:28]=[CH:29][C:30]=1[F:31])[CH2:26][NH:27][CH2:19][C@@H:17]([OH:18])[CH2:16][O:15][C:12]1[CH:11]=[CH:10][C:9]([C:6]2[C:5]3[CH:20]=[CH:21][C:2]([F:1])=[CH:3][C:4]=3[O:8][N:7]=2)=[CH:14][CH:13]=1, predict the reactants needed to synthesize it. The reactants are: [F:1][C:2]1[CH:21]=[CH:20][C:5]2[C:6]([C:9]3[CH:14]=[CH:13][C:12]([O:15][CH2:16][C@H:17]4[CH2:19][O:18]4)=[CH:11][CH:10]=3)=[N:7][O:8][C:4]=2[CH:3]=1.[F:22][C:23]1[CH:24]=[C:25]([CH:28]=[CH:29][C:30]=1[F:31])[CH2:26][NH2:27]. (4) Given the product [F:1][C:2]1[CH:7]=[CH:6][C:5]([CH:8]([N:34]2[CH2:35][CH2:36][N:37]([CH:40]([CH3:42])[CH3:41])[CH2:38][CH2:39]2)[CH2:9][N:10]2[CH2:15][CH2:14][N:13]([CH2:16][CH2:17][CH2:18][C:19]3[C:26]([C:27]4[CH:32]=[CH:31][CH:30]=[CH:29][CH:28]=4)=[N:46][C:45]([NH2:47])=[N:44][CH:20]=3)[CH2:12][CH2:11]2)=[CH:4][CH:3]=1, predict the reactants needed to synthesize it. The reactants are: [F:1][C:2]1[CH:7]=[CH:6][C:5]([CH:8]([N:34]2[CH2:39][CH2:38][N:37]([CH:40]([CH3:42])[CH3:41])[CH2:36][CH2:35]2)[CH2:9][N:10]2[CH2:15][CH2:14][N:13]([CH2:16][CH2:17][CH2:18][C:19]([C:26](=O)[C:27]3[CH:32]=[CH:31][CH:30]=[CH:29][CH:28]=3)=[CH:20]N3CCCC3)[CH2:12][CH2:11]2)=[CH:4][CH:3]=1.Cl.[NH2:44][C:45]([NH2:47])=[NH:46].[OH-].[K+]. (5) Given the product [CH3:28][CH:29]([O:31][C:4]1[N:5]([C:16]2[CH:21]=[CH:20][C:19]([O:22][CH2:23][C:24]([F:27])([F:26])[F:25])=[CH:18][CH:17]=2)[C:6](=[O:15])[C:7]2[CH:13]=[CH:12][C:11](=[O:14])[NH:10][C:8]=2[N:9]=1)[CH3:30], predict the reactants needed to synthesize it. The reactants are: CS([C:4]1[N:5]([C:16]2[CH:21]=[CH:20][C:19]([O:22][CH2:23][C:24]([F:27])([F:26])[F:25])=[CH:18][CH:17]=2)[C:6](=[O:15])[C:7]2[CH:13]=[CH:12][C:11](=[O:14])[NH:10][C:8]=2[N:9]=1)=O.[CH3:28][CH:29]([OH:31])[CH3:30].[H-].[Na+].Cl. (6) The reactants are: [OH-].[Na+].[CH2:3]([C:5]1[C:6]2[CH2:22][CH2:21][N:20]([C:23]3[CH:28]=[CH:27][C:26]([CH2:29][C:30]([O:32]CC)=[O:31])=[CH:25][CH:24]=3)[C:7]=2[N:8]=[C:9]([C:11]2[CH:16]=[CH:15][C:14]([O:17][CH3:18])=[C:13]([F:19])[CH:12]=2)[N:10]=1)[CH3:4].Cl. Given the product [CH2:3]([C:5]1[C:6]2[CH2:22][CH2:21][N:20]([C:23]3[CH:28]=[CH:27][C:26]([CH2:29][C:30]([OH:32])=[O:31])=[CH:25][CH:24]=3)[C:7]=2[N:8]=[C:9]([C:11]2[CH:16]=[CH:15][C:14]([O:17][CH3:18])=[C:13]([F:19])[CH:12]=2)[N:10]=1)[CH3:4], predict the reactants needed to synthesize it.